Dataset: Tox21: 12 toxicity assays (nuclear receptors and stress response pathways). Task: Binary classification across 12 toxicity assays. (1) The compound is CC(=O)O[Hg]c1ccccc1. It tested positive (active) for: NR-AR-LBD (Androgen Receptor Ligand Binding Domain agonist), NR-ER-LBD (Estrogen Receptor Ligand Binding Domain agonist), NR-PPAR-gamma (PPAR-gamma nuclear receptor agonist), SR-ARE (Antioxidant Response Element (oxidative stress)), SR-HSE (Heat Shock Element response), and SR-p53 (p53 tumor suppressor activation). (2) The drug is CCOC(=O)NCCOc1ccc(Oc2ccccc2)cc1. It tested positive (active) for: SR-ARE (Antioxidant Response Element (oxidative stress)). (3) The compound is CO/C=C(/C(=O)OC)c1ccccc1COc1cccc(C(F)(F)F)n1. It tested positive (active) for: SR-ARE (Antioxidant Response Element (oxidative stress)), and SR-p53 (p53 tumor suppressor activation).